Task: Predict the reactants needed to synthesize the given product.. Dataset: Full USPTO retrosynthesis dataset with 1.9M reactions from patents (1976-2016) (1) Given the product [CH3:23][N:24]1[CH:28]=[CH:27][N:26]=[C:25]1[CH:29]1[C:11](=[O:12])[C:10]2[C:14]([C:13]([O:31][CH2:32][CH3:33])=[O:18])=[CH:15][CH:16]=[CH:17][C:9]=2[NH:8][CH:7]1[C:6]1[CH:5]=[CH:4][C:3]([C:2]([F:21])([F:1])[F:22])=[CH:20][CH:19]=1, predict the reactants needed to synthesize it. The reactants are: [F:1][C:2]([F:22])([F:21])[C:3]1[CH:20]=[CH:19][C:6](/[CH:7]=[N:8]/[C:9]2[CH:17]=[CH:16][CH:15]=[C:14]3[C:10]=2[CH2:11][O:12][C:13]3=[O:18])=[CH:5][CH:4]=1.[CH3:23][N:24]1[CH:28]=[CH:27][N:26]=[C:25]1[CH:29]=O.[O-:31][CH2:32][CH3:33].[Na+].C(O)C. (2) Given the product [O:1]1[CH:5]=[CH:4][C:3]([C:6]2[CH:7]=[CH:8][C:9]3[N:10]([CH:12]=[C:13]([C:15]([OH:17])=[O:16])[N:14]=3)[CH:11]=2)=[CH:2]1, predict the reactants needed to synthesize it. The reactants are: [O:1]1[CH:5]=[CH:4][C:3]([C:6]2[CH:7]=[CH:8][C:9]3[N:10]([CH:12]=[C:13]([C:15]([O:17]CC)=[O:16])[N:14]=3)[CH:11]=2)=[CH:2]1.CC(C)(OC(NC1N=C(C2C=CC3N(C=C(C(O)=O)N=3)C=2)C=CC=1)=O)C.